Dataset: Reaction yield outcomes from USPTO patents with 853,638 reactions. Task: Predict the reaction yield, written as a fraction of the theoretical maximum amount of product (1.0 means a 100% yield; for example, 0.34 means a 34% yield). (1) The reactants are [CH3:1][O:2][C:3]1[CH:12]=[C:11]2[C:6]([CH2:7][CH2:8][C:9](=[O:15])[C:10]2([CH3:14])[CH3:13])=[CH:5][CH:4]=1.Br[C:17]1[C:18]([O:23][CH2:24][C:25]2[CH:30]=[CH:29][C:28]([O:31][CH3:32])=[CH:27][CH:26]=2)=[N:19][CH:20]=[CH:21][CH:22]=1.CC(C)([O-])C.[Na+].F[B-](F)(F)F.[H+].C(P(C(C)(C)C)C(C)(C)C)(C)(C)C.[Cl-].[NH4+]. The catalyst is C([O-])(=O)C.[Pd+2].C([O-])(=O)C.C1COCC1.C1(C)C=CC=CC=1. The product is [CH3:1][O:2][C:3]1[CH:12]=[C:11]2[C:6]([CH2:7][CH:8]([C:17]3[C:18]([O:23][CH2:24][C:25]4[CH:26]=[CH:27][C:28]([O:31][CH3:32])=[CH:29][CH:30]=4)=[N:19][CH:20]=[CH:21][CH:22]=3)[C:9](=[O:15])[C:10]2([CH3:13])[CH3:14])=[CH:5][CH:4]=1. The yield is 0.0800. (2) The yield is 1.00. The reactants are [CH2:1]([C:3]1[NH:4][C:5](=[O:27])[C:6]([CH2:12][C:13]2[CH:18]=[CH:17][C:16]([C:19]3[C:20]([C:25]#[N:26])=[CH:21][CH:22]=[CH:23][CH:24]=3)=[CH:15][CH:14]=2)=[C:7]([CH2:9][CH2:10][CH3:11])[N:8]=1)[CH3:2].[CH2:28]([O:30][C:31]1[CH:36]=[CH:35][C:34](B(O)O)=[CH:33][CH:32]=1)[CH3:29].N1C=CC=CC=1.C(N(CC)CC)C. The catalyst is C(OCC)(=O)C.C([O-])(=O)C.[Cu+2].C([O-])(=O)C.ClCCl. The product is [CH2:1]([C:3]1[N:4]([C:34]2[CH:35]=[CH:36][C:31]([O:30][CH2:28][CH3:29])=[CH:32][CH:33]=2)[C:5](=[O:27])[C:6]([CH2:12][C:13]2[CH:18]=[CH:17][C:16]([C:19]3[C:20]([C:25]#[N:26])=[CH:21][CH:22]=[CH:23][CH:24]=3)=[CH:15][CH:14]=2)=[C:7]([CH2:9][CH2:10][CH3:11])[N:8]=1)[CH3:2]. (3) The reactants are [O:1]1[CH2:6][CH2:5][CH2:4][CH2:3][CH:2]1[N:7]1[C:15]2[C:10](=[CH:11][C:12]([C:16]3[N:20]=[CH:19][N:18]([C:21]([C:34]4[CH:39]=[CH:38][CH:37]=[CH:36][CH:35]=4)([C:28]4[CH:33]=[CH:32][CH:31]=[CH:30][CH:29]=4)[C:22]4[CH:27]=[CH:26][CH:25]=[CH:24][CH:23]=4)[N:17]=3)=[CH:13][CH:14]=2)[C:9]([C:40]2[CH:41]=[C:42]([NH2:46])[CH:43]=[CH:44][CH:45]=2)=[N:8]1.[CH3:47][O:48][CH2:49][C:50](Cl)=[O:51].C(N(CC)CC)C. The catalyst is O1CCCC1. The product is [CH3:47][O:48][CH2:49][C:50]([NH:46][C:42]1[CH:43]=[CH:44][CH:45]=[C:40]([C:9]2[C:10]3[C:15](=[CH:14][CH:13]=[C:12]([C:16]4[N:20]=[CH:19][N:18]([C:21]([C:28]5[CH:33]=[CH:32][CH:31]=[CH:30][CH:29]=5)([C:22]5[CH:27]=[CH:26][CH:25]=[CH:24][CH:23]=5)[C:34]5[CH:35]=[CH:36][CH:37]=[CH:38][CH:39]=5)[N:17]=4)[CH:11]=3)[N:7]([CH:2]3[CH2:3][CH2:4][CH2:5][CH2:6][O:1]3)[N:8]=2)[CH:41]=1)=[O:51]. The yield is 0.990. (4) The reactants are Br[C:2]1[N:7]=[CH:6][C:5]([C:8]([N:10]2[CH2:15][CH2:14][O:13][CH2:12][CH2:11]2)=[O:9])=[CH:4][CH:3]=1.[Cl:16][C:17]1[N:22]=[CH:21][N:20]=[C:19]([NH2:23])[CH:18]=1.CN(C1C(C2C(P(C3CCCCC3)C3CCCCC3)=CC=CC=2)=CC=CC=1)C.CC([O-])(C)C.[Na+]. The catalyst is C1(C)C=CC=CC=1.C1C=CC(/C=C/C(/C=C/C2C=CC=CC=2)=O)=CC=1.C1C=CC(/C=C/C(/C=C/C2C=CC=CC=2)=O)=CC=1.C1C=CC(/C=C/C(/C=C/C2C=CC=CC=2)=O)=CC=1.[Pd].[Pd]. The product is [Cl:16][C:17]1[N:22]=[CH:21][N:20]=[C:19]([NH:23][C:2]2[N:7]=[CH:6][C:5]([C:8]([N:10]3[CH2:15][CH2:14][O:13][CH2:12][CH2:11]3)=[O:9])=[CH:4][CH:3]=2)[CH:18]=1. The yield is 0.400. (5) The reactants are [Cl:1][C:2]1[CH:10]=[CH:9][C:8]([N+:11]([O-:13])=[O:12])=[CH:7][C:3]=1[C:4]([OH:6])=O.CN(C=O)C.C(Cl)(=O)C(Cl)=O.C(=O)([O-])[O-].[K+].[K+].[NH:31]1[CH:35]=[CH:34]N=N1. The catalyst is C(Cl)Cl.C1S(=O)(=O)CCC1.CCOC(C)=O.O. The product is [Cl:1][C:2]1[CH:10]=[CH:9][C:8]([N+:11]([O-:13])=[O:12])=[CH:7][C:3]=1[C:4]1[O:6][CH:34]=[CH:35][N:31]=1. The yield is 0.390. (6) The reactants are [Si:1]([O:8][C@@H:9]1[C@@:30]2([CH3:31])[C:13](=[CH:14][CH:15]=[C:16]3[C@@H:29]2[CH2:28][CH2:27][C@@:26]2([CH3:32])[C@H:17]3[CH2:18][CH:19]=[C:20]2[C:21]([OH:25])([CH2:23][CH3:24])[CH3:22])[CH2:12][C@@H:11]([O:33][Si:34]([C:37]([CH3:40])([CH3:39])[CH3:38])([CH3:36])[CH3:35])[CH2:10]1)([C:4]([CH3:7])([CH3:6])[CH3:5])([CH3:3])[CH3:2].Br/[CH:42]=[CH:43]\[CH2:44][C:45]([O:48][Si:49]([CH2:54][CH3:55])([CH2:52][CH3:53])[CH2:50][CH3:51])([CH3:47])[CH3:46].[H-].[Na+].C1OCCOCCOCCOCCOC1. The yield is 1.00. The product is [Si:1]([O:8][C@@H:9]1[C@@:30]2([CH3:31])[C:13](=[CH:14][CH:15]=[C:16]3[C@@H:29]2[CH2:28][CH2:27][C@@:26]2([CH3:32])[C@H:17]3[CH2:18][CH:19]=[C:20]2[C:21]([O:25]/[CH:42]=[CH:43]\[CH2:44][C:45]([O:48][Si:49]([CH2:50][CH3:51])([CH2:52][CH3:53])[CH2:54][CH3:55])([CH3:46])[CH3:47])([CH2:23][CH3:24])[CH3:22])[CH2:12][C@@H:11]([O:33][Si:34]([C:37]([CH3:39])([CH3:38])[CH3:40])([CH3:35])[CH3:36])[CH2:10]1)([C:4]([CH3:7])([CH3:6])[CH3:5])([CH3:3])[CH3:2]. The catalyst is O1CCCC1. (7) The reactants are [C:1]([O:5][C@@H:6]([C:10]1[C:37]([CH3:38])=[N:36][C:35]2=[CH:39][C:32]3=[N:33][N:34]2[C:11]=1[N:12]1[CH2:44][CH2:43][C:15]([CH3:45])([O:16][CH2:17][CH:18]=[CH:19][CH2:20][C@H:21]([CH3:42])[O:22][C:23]2[C:28]([CH2:29][O:30][CH2:31]3)=[C:27]([F:40])[CH:26]=[C:25]([F:41])[CH:24]=2)[CH2:14][CH2:13]1)[C:7]([OH:9])=[O:8])([CH3:4])([CH3:3])[CH3:2].[BH4-].[Na+]. The catalyst is C(O)C.CC1C=C(C)C(N2C(=[Ru](Cl)(Cl)=CC3C=CC=CC=3OC(C)C)N(C3C(C)=CC(C)=CC=3C)CC2)=C(C)C=1. The product is [C:1]([O:5][C@@H:6]([C:10]1[C:37]([CH3:38])=[N:36][C:35]2=[CH:39][C:32]3=[N:33][N:34]2[C:11]=1[N:12]1[CH2:44][CH2:43][C:15]([CH3:45])([O:16][CH2:17][CH2:18][CH2:19][CH2:20][C@H:21]([CH3:42])[O:22][C:23]2[C:28]([CH2:29][O:30][CH2:31]3)=[C:27]([F:40])[CH:26]=[C:25]([F:41])[CH:24]=2)[CH2:14][CH2:13]1)[C:7]([OH:9])=[O:8])([CH3:4])([CH3:2])[CH3:3]. The yield is 0.128.